Dataset: Forward reaction prediction with 1.9M reactions from USPTO patents (1976-2016). Task: Predict the product of the given reaction. (1) Given the reactants O[C:2]1[C:11]2[C:6](=[CH:7][C:8]([O:14][CH2:15][CH2:16][O:17][CH3:18])=[C:9]([O:12][CH3:13])[CH:10]=2)[N:5]=[N:4][CH:3]=1.CN(C=O)C.S(Cl)([Cl:26])=O, predict the reaction product. The product is: [Cl:26][C:2]1[C:11]2[C:6](=[CH:7][C:8]([O:14][CH2:15][CH2:16][O:17][CH3:18])=[C:9]([O:12][CH3:13])[CH:10]=2)[N:5]=[N:4][CH:3]=1. (2) The product is: [Cl:36][C:33]1[CH:34]=[CH:35][C:30]([S:29][CH:20]([C:21]2[CH:26]=[C:25]([F:27])[CH:24]=[CH:23][C:22]=2[F:28])[C:16]2[C:17]([CH3:19])=[CH:18][C:13]([CH:39]=[O:40])=[N:14][CH:15]=2)=[CH:31][CH:32]=1. Given the reactants CCCCCC.C([Li])CCC.Br[C:13]1[CH:18]=[C:17]([CH3:19])[C:16]([CH:20]([S:29][C:30]2[CH:35]=[CH:34][C:33]([Cl:36])=[CH:32][CH:31]=2)[C:21]2[CH:26]=[C:25]([F:27])[CH:24]=[CH:23][C:22]=2[F:28])=[CH:15][N:14]=1.CN(C)[CH:39]=[O:40], predict the reaction product. (3) The product is: [CH:11]1([N:7]2[CH2:8][CH2:9][CH2:10][N:5]3[C:4](=[O:15])[N:3]=[C:2]([O:35][CH2:34][C:19]4[CH:20]=[CH:21][C:22]([O:23][C:24]5[CH:29]=[CH:28][CH:27]=[C:26]([C:30]([F:31])([F:32])[F:33])[CH:25]=5)=[C:17]([F:16])[CH:18]=4)[CH:14]=[C:6]23)[CH2:13][CH2:12]1. Given the reactants Cl[C:2]1[CH:14]=[C:6]2[N:7]([CH:11]3[CH2:13][CH2:12]3)[CH2:8][CH2:9][CH2:10][N:5]2[C:4](=[O:15])[N:3]=1.[F:16][C:17]1[CH:18]=[C:19]([CH2:34][OH:35])[CH:20]=[CH:21][C:22]=1[O:23][C:24]1[CH:29]=[CH:28][CH:27]=[C:26]([C:30]([F:33])([F:32])[F:31])[CH:25]=1, predict the reaction product. (4) Given the reactants [CH2:1]([O:4][N:5]=[C:6]1[CH2:10][N:9]([C:11]([O:13]C(C)(C)C)=O)[C@H:8]([C:18]([OH:20])=O)[CH2:7]1)[CH:2]=[CH2:3].C(O)(=O)[C:22]1[CH:27]=[CH:26][CH:25]=[CH:24][CH:23]=1.[CH2:30]([N:32]1[C:44]2[CH:43]=[CH:42][C:41]([NH2:45])=[CH:40][C:39]=2[C:38]2[C:33]1=[CH:34][CH:35]=[CH:36][CH:37]=2)[CH3:31], predict the reaction product. The product is: [CH2:1]([O:4][N:5]=[C:6]1[CH2:10][N:9]([C:11](=[O:13])[C:22]2[CH:27]=[CH:26][CH:25]=[CH:24][CH:23]=2)[C@H:8]([C:18]([NH:45][C:41]2[CH:42]=[CH:43][C:44]3[N:32]([CH2:30][CH3:31])[C:33]4[C:38]([C:39]=3[CH:40]=2)=[CH:37][CH:36]=[CH:35][CH:34]=4)=[O:20])[CH2:7]1)[CH:2]=[CH2:3].